Dataset: Reaction yield outcomes from USPTO patents with 853,638 reactions. Task: Predict the reaction yield, written as a fraction of the theoretical maximum amount of product (1.0 means a 100% yield; for example, 0.34 means a 34% yield). (1) The reactants are [CH2:1]([N:8]([CH2:12][C:13]1[C:14](Cl)=[N:15][C:16]([Cl:19])=[CH:17][CH:18]=1)[CH2:9][CH:10]=[CH2:11])[C:2]1[CH:7]=[CH:6][CH:5]=[CH:4][CH:3]=1.CC1C=CC=CC=1P(C1C=CC=CC=1C)C1C=CC=CC=1C.C(=O)([O-])[O-].[K+].[K+]. The catalyst is CN(C=O)C.C([O-])(=O)C.[Pd+2].C([O-])(=O)C. The product is [CH2:1]([N:8]1[CH2:9][C:10](=[CH2:11])[C:14]2[N:15]=[C:16]([Cl:19])[CH:17]=[CH:18][C:13]=2[CH2:12]1)[C:2]1[CH:7]=[CH:6][CH:5]=[CH:4][CH:3]=1. The yield is 0.380. (2) The reactants are [CH3:1][O:2][C:3](=[O:15])[CH:4]([C:13]#[N:14])[CH2:5][C:6]1[CH:11]=[CH:10][C:9]([OH:12])=[CH:8][CH:7]=1.C([O-])([O-])=O.[K+].[K+].Br[CH2:23][C:24]1[CH:25]=[C:26]([OH:30])[CH:27]=[CH:28][CH:29]=1. The catalyst is C(#N)C. The product is [C:13]([CH:4]([CH2:5][C:6]1[CH:11]=[CH:10][C:9]([O:12][CH2:23][C:24]2[CH:29]=[CH:28][CH:27]=[C:26]([OH:30])[CH:25]=2)=[CH:8][CH:7]=1)[C:3]([O:2][CH3:1])=[O:15])#[N:14]. The yield is 0.654. (3) The product is [ClH:39].[CH3:1][C:2]1[C:7]([O:8][C:9]2[C:10]([NH:22][C:23]3[S:27][N:26]=[C:25]([C@H:28]([OH:29])[CH2:32][OH:31])[N:24]=3)=[N:11][CH:12]=[C:13]([S:15][C:16]3[CH:21]=[CH:20][CH:19]=[CH:18][N:17]=3)[CH:14]=2)=[CH:6][CH:5]=[C:4]([CH3:38])[N:3]=1. The yield is 0.120. The reactants are [CH3:1][C:2]1[C:7]([O:8][C:9]2[C:10]([NH:22][C:23]3[S:27][N:26]=[C:25]([C@H:28]4[CH2:32][O:31]C5(CCCCC5)[O:29]4)[N:24]=3)=[N:11][CH:12]=[C:13]([S:15][C:16]3[CH:21]=[CH:20][CH:19]=[CH:18][N:17]=3)[CH:14]=2)=[CH:6][CH:5]=[C:4]([CH3:38])[N:3]=1.[ClH:39]. The catalyst is C(O)C. (4) The product is [CH2:1]([O:3][C:4](=[O:29])[CH:5]([C:27]#[N:28])[CH2:6][C:7]1[CH:8]=[CH:9][C:10]([O:13][CH2:14][CH2:15][C:16]2[CH:21]=[CH:20][C:19]([O:22][S:23]([CH3:26])(=[O:25])=[O:24])=[CH:18][CH:17]=2)=[CH:11][CH:12]=1)[CH3:2]. The yield is 0.910. The reactants are [CH2:1]([O:3][C:4](=[O:29])[C:5]([C:27]#[N:28])=[CH:6][C:7]1[CH:12]=[CH:11][C:10]([O:13][CH2:14][CH2:15][C:16]2[CH:21]=[CH:20][C:19]([O:22][S:23]([CH3:26])(=[O:25])=[O:24])=[CH:18][CH:17]=2)=[CH:9][CH:8]=1)[CH3:2].C(OC(C1CC(C(OCC)=O)=C(C)NC=1C)=O)C. The catalyst is C(OCC)(=O)C. (5) The reactants are [CH:1]([C:4]1[NH:8][C:7]2[CH:9]=[CH:10][CH:11]=[CH:12][C:6]=2[N:5]=1)([CH3:3])[CH3:2].Br[CH2:14][C:15]1[CH:34]=[CH:33][C:18]2/[C:19](=[C:29](/[CH3:32])\[C:30]#[N:31])/[C:20]3[CH:27]=[CH:26][C:25]([F:28])=[CH:24][C:21]=3[O:22][CH2:23][C:17]=2[CH:16]=1. No catalyst specified. The product is [F:28][C:25]1[CH:26]=[CH:27][C:20]2=[C:21]([CH:24]=1)[O:22][CH2:23][C:17]1[CH:16]=[C:15]([CH2:14][N:8]3[C:7]4[CH:9]=[CH:10][CH:11]=[CH:12][C:6]=4[N:5]=[C:4]3[CH:1]([CH3:3])[CH3:2])[CH:34]=[CH:33][C:18]=1/[C:19]/2=[C:29](/[CH3:32])\[C:30]#[N:31]. The yield is 0.980.